This data is from Reaction yield outcomes from USPTO patents with 853,638 reactions. The task is: Predict the reaction yield, written as a fraction of the theoretical maximum amount of product (1.0 means a 100% yield; for example, 0.34 means a 34% yield). (1) The reactants are [Cl:1][C:2]1[N:7]=[N:6][C:5]([C:8](C)([C:14](OCC)=O)[C:9]([O:11][CH2:12][CH3:13])=[O:10])=[CH:4][CH:3]=1.[Na+].[Cl-]. The catalyst is CS(C)=O.O. The product is [Cl:1][C:2]1[N:7]=[N:6][C:5]([CH:8]([CH3:14])[C:9]([O:11][CH2:12][CH3:13])=[O:10])=[CH:4][CH:3]=1. The yield is 0.350. (2) The reactants are [CH2:1]([Li])[CH2:2][CH2:3][CH3:4].[Cl:6][C:7]1[CH:12]=[CH:11][C:10]([O:13][C:14]2[CH:21]=CC(C=O)=[CH:16][C:15]=2[F:22])=[CH:9][C:8]=1[C:23]([F:26])([F:25])[F:24]. The catalyst is [Br-].C[P+](C1C=CC=CC=1)(C1C=CC=CC=1)C1C=CC=CC=1.C1COCC1. The product is [CH:3]([C:2]1[CH:1]=[CH:21][C:14]([O:13][C:10]2[CH:11]=[CH:12][C:7]([Cl:6])=[C:8]([C:23]([F:25])([F:26])[F:24])[CH:9]=2)=[C:15]([F:22])[CH:16]=1)=[CH2:4]. The yield is 0.800. (3) The reactants are [OH:1][C:2]1[CH:3]=[C:4]2[C:9](=[CH:10][CH:11]=1)[C:8]([NH:12][C:13]1[CH:14]=[C:15]([CH:21]=[CH:22][CH:23]=1)[C:16]([O:18][CH2:19][CH3:20])=[O:17])=[CH:7][CH:6]=[CH:5]2.[Cl:24][C:25]1[CH:30]=[CH:29][CH:28]=[C:27]([Cl:31])[C:26]=1[C:32]1[C:36]([CH2:37]O)=[C:35]([CH:39]([CH3:41])[CH3:40])[O:34][N:33]=1.C1(P(C2C=CC=CC=2)C2C=CC=CC=2)C=CC=CC=1.N(C(OC(C)C)=O)=NC(OC(C)C)=O. The catalyst is ClCCl. The product is [Cl:31][C:27]1[CH:28]=[CH:29][CH:30]=[C:25]([Cl:24])[C:26]=1[C:32]1[C:36]([CH2:37][O:1][C:2]2[CH:3]=[C:4]3[C:9](=[CH:10][CH:11]=2)[C:8]([NH:12][C:13]2[CH:14]=[C:15]([CH:21]=[CH:22][CH:23]=2)[C:16]([O:18][CH2:19][CH3:20])=[O:17])=[CH:7][CH:6]=[CH:5]3)=[C:35]([CH:39]([CH3:41])[CH3:40])[O:34][N:33]=1. The yield is 0.370. (4) The reactants are CC([O:4][C:5]([C:7]([O:10][C:11]1[CH:12]=[CH:13][C:14]([C:17]([C:19]2[CH:20]=[CH:21][C:22]([Cl:25])=[CH:23][CH:24]=2)=[O:18])=[CH:15][CH:16]=1)([CH3:9])[CH3:8])=[O:6])C.[OH-].[Na+].Cl. The catalyst is C(O)(C)C.O. The product is [CH3:9][C:7]([O:10][C:11]1[CH:12]=[CH:13][C:14]([C:17]([C:19]2[CH:24]=[CH:23][C:22]([Cl:25])=[CH:21][CH:20]=2)=[O:18])=[CH:15][CH:16]=1)([C:5]([OH:6])=[O:4])[CH3:8]. The yield is 0.972. (5) The reactants are [CH2:1]([O:8][C:9]([NH:11][N:12]([C@H:23]([C:27]([CH3:30])([CH3:29])[CH3:28])[CH2:24][CH:25]=[CH2:26])[C:13](=[O:22])[C:14]1[CH:19]=[C:18]([CH3:20])[CH:17]=[C:16]([CH3:21])[CH:15]=1)=[O:10])[C:2]1[CH:7]=[CH:6][CH:5]=[CH:4][CH:3]=1.CSC.B.[OH:35]O.[OH-].[Na+]. The catalyst is C1COCC1.O. The product is [CH2:1]([O:8][C:9]([NH:11][N:12]([C@H:23]([C:27]([CH3:30])([CH3:29])[CH3:28])[CH2:24][CH2:25][CH2:26][OH:35])[C:13](=[O:22])[C:14]1[CH:15]=[C:16]([CH3:21])[CH:17]=[C:18]([CH3:20])[CH:19]=1)=[O:10])[C:2]1[CH:3]=[CH:4][CH:5]=[CH:6][CH:7]=1. The yield is 0.610. (6) The reactants are [Br:1][C:2]1[CH:7]=[CH:6][C:5](I)=[CH:4][CH:3]=1.C([Mg]Cl)(C)C.[O:14]1[CH2:19][CH2:18][CH:17]([CH:20]=[O:21])[CH2:16][CH2:15]1. The catalyst is C1COCC1. The product is [Br:1][C:2]1[CH:7]=[CH:6][C:5]([CH:20]([CH:17]2[CH2:18][CH2:19][O:14][CH2:15][CH2:16]2)[OH:21])=[CH:4][CH:3]=1. The yield is 0.900. (7) The reactants are [C:1]([O:5][C:6](=[O:33])/[CH:7]=[CH:8]/[C:9]1[C:14](=[O:15])[N:13]2[CH:16]=[CH:17][C:18]([C:20]([NH:22][C:23]3[S:24][CH:25]=[C:26]([C:28]([CH3:31])([CH3:30])[CH3:29])[N:27]=3)=[O:21])=[CH:19][C:12]2=[N:11][C:10]=1O)([CH3:4])([CH3:3])[CH3:2].C1(P(Cl)(C2C=CC=CC=2)=O)C=CC=CC=1.C(N(C(C)C)CC)(C)C.Cl.[OH:59][CH2:60][CH2:61][NH:62][C:63](=[O:71])[CH2:64][CH:65]1[CH2:70][CH2:69][CH2:68][NH:67][CH2:66]1. The catalyst is CN(C)C=O.O. The product is [C:1]([O:5][C:6](=[O:33])/[CH:7]=[CH:8]/[C:9]1[C:14](=[O:15])[N:13]2[CH:16]=[CH:17][C:18]([C:20]([NH:22][C:23]3[S:24][CH:25]=[C:26]([C:28]([CH3:31])([CH3:30])[CH3:29])[N:27]=3)=[O:21])=[CH:19][C:12]2=[N:11][C:10]=1[N:67]1[CH2:68][CH2:69][CH2:70][CH:65]([CH2:64][C:63]([NH:62][CH2:61][CH2:60][OH:59])=[O:71])[CH2:66]1)([CH3:4])([CH3:3])[CH3:2]. The yield is 0.310.